This data is from Full USPTO retrosynthesis dataset with 1.9M reactions from patents (1976-2016). The task is: Predict the reactants needed to synthesize the given product. Given the product [ClH:27].[CH2:1]([CH:3]([N:6]1[CH2:11][CH2:10][CH:9]([CH2:12][C:13]2[N:14]=[C:25]([C:24]3[CH:28]=[CH:29][C:21]([C:17]([CH3:20])([CH3:19])[CH3:18])=[CH:22][CH:23]=3)[O:16][N:15]=2)[CH2:8][CH2:7]1)[CH2:4][CH3:5])[CH3:2], predict the reactants needed to synthesize it. The reactants are: [CH2:1]([CH:3]([N:6]1[CH2:11][CH2:10][CH:9]([CH2:12][C:13]([NH:15][OH:16])=[NH:14])[CH2:8][CH2:7]1)[CH2:4][CH3:5])[CH3:2].[C:17]([C:21]1[CH:29]=[CH:28][C:24]([C:25]([Cl:27])=O)=[CH:23][CH:22]=1)([CH3:20])([CH3:19])[CH3:18].